The task is: Predict the product of the given reaction.. This data is from Forward reaction prediction with 1.9M reactions from USPTO patents (1976-2016). (1) Given the reactants C(O[C:4]([C:6]1([CH2:12][CH2:13]OC)[CH2:11][CH2:10][NH:9][CH2:8][CH2:7]1)=[O:5])C.[C:16]1([CH2:22][S:23](Cl)(=[O:25])=[O:24])[CH:21]=[CH:20][CH:19]=[CH:18][CH:17]=1.[CH:27]1([C:30]2[CH:36]=[CH:35][C:33]([NH2:34])=[CH:32][CH:31]=2)[CH2:29][CH2:28]1, predict the reaction product. The product is: [CH:27]1([C:30]2[CH:36]=[CH:35][C:33]([N:34]3[CH2:13][CH2:12][C:6]4([CH2:7][CH2:8][N:9]([S:23]([CH2:22][C:16]5[CH:21]=[CH:20][CH:19]=[CH:18][CH:17]=5)(=[O:25])=[O:24])[CH2:10][CH2:11]4)[C:4]3=[O:5])=[CH:32][CH:31]=2)[CH2:29][CH2:28]1. (2) The product is: [OH:21][CH2:20][CH2:19][C:16]1[CH:17]=[CH:18][C:13]([CH2:12][CH2:11][CH2:10][CH2:9][O:8][Si:1]([C:4]([CH3:7])([CH3:6])[CH3:5])([CH3:3])[CH3:2])=[CH:14][CH:15]=1. Given the reactants [Si:1]([O:8][CH2:9][CH2:10][CH2:11][CH2:12][C:13]1[CH:18]=[CH:17][C:16]([CH2:19][C:20](O)=[O:21])=[CH:15][CH:14]=1)([C:4]([CH3:7])([CH3:6])[CH3:5])([CH3:3])[CH3:2].[H-].[Al+3].[Li+].[H-].[H-].[H-].O.[OH-].[Na+], predict the reaction product. (3) Given the reactants C(OC([NH:8][CH2:9][C@H:10]1[CH2:15][CH2:14][C@H:13]([C:16]([NH:18][C@H:19]([C:50]([NH:52][C:53]2[CH:58]=[CH:57][C:56]([C:59]3[NH:60][C:61]([Cl:64])=[N:62][N:63]=3)=[CH:55][CH:54]=2)=[O:51])[CH2:20][C:21]2[CH:26]=[CH:25][C:24]([C:27]3[CH:32]=[CH:31][C:30]([C:33]([NH:35][CH:36]4[CH2:41][CH2:40][N:39](C(OC(C)(C)C)=O)[CH2:38][CH2:37]4)=[O:34])=[CH:29][C:28]=3[CH3:49])=[CH:23][CH:22]=2)=[O:17])[CH2:12][CH2:11]1)=O)(C)(C)C.Cl, predict the reaction product. The product is: [ClH:64].[NH2:8][CH2:9][C@H:10]1[CH2:15][CH2:14][C@H:13]([C:16]([NH:18][C@H:19]([C:50]([NH:52][C:53]2[CH:54]=[CH:55][C:56]([C:59]3[NH:60][C:61]([Cl:64])=[N:62][N:63]=3)=[CH:57][CH:58]=2)=[O:51])[CH2:20][C:21]2[CH:22]=[CH:23][C:24]([C:27]3[CH:32]=[CH:31][C:30]([C:33]([NH:35][CH:36]4[CH2:37][CH2:38][NH:39][CH2:40][CH2:41]4)=[O:34])=[CH:29][C:28]=3[CH3:49])=[CH:25][CH:26]=2)=[O:17])[CH2:12][CH2:11]1. (4) The product is: [CH3:15][O:14][C:13]1[C:6]([CH3:7])([CH2:8][CH2:23][C:17]2[CH:22]=[CH:21][CH:20]=[CH:19][CH:18]=2)[O:10][C:11](=[O:16])[CH:12]=1. Given the reactants [Li+].CC([N-][CH:6]([CH3:8])[CH3:7])C.C[O:10][C:11](=[O:16])/[CH:12]=[CH:13]/[O:14][CH3:15].[C:17]1([CH2:23]CC(=O)C)[CH:22]=[CH:21][CH:20]=[CH:19][CH:18]=1.Cl, predict the reaction product. (5) Given the reactants [H-].[Na+].[NH2:3][CH:4]([C:7]1[CH:12]=[CH:11][C:10]([F:13])=[C:9]([F:14])[CH:8]=1)[CH2:5][OH:6].Cl[CH2:16][C:17](OCC)=[O:18], predict the reaction product. The product is: [F:14][C:9]1[CH:8]=[C:7]([CH:4]2[NH:3][C:17](=[O:18])[CH2:16][O:6][CH2:5]2)[CH:12]=[CH:11][C:10]=1[F:13].